Dataset: Full USPTO retrosynthesis dataset with 1.9M reactions from patents (1976-2016). Task: Predict the reactants needed to synthesize the given product. Given the product [F:31][C:2]([F:30])([F:1])[CH2:3][NH:4][C:5]([C:7]1([CH2:20][CH2:21][CH2:22][CH2:23][N:24]2[CH2:25][CH2:26][N:27]([C:40](=[O:41])[NH:39][CH2:32][C:33]3[CH:38]=[CH:37][CH:36]=[CH:35][CH:34]=3)[CH2:28][CH2:29]2)[C:8]2[CH:9]=[CH:10][CH:11]=[CH:12][C:13]=2[C:14]2[C:19]1=[CH:18][CH:17]=[CH:16][CH:15]=2)=[O:6], predict the reactants needed to synthesize it. The reactants are: [F:1][C:2]([F:31])([F:30])[CH2:3][NH:4][C:5]([C:7]1([CH2:20][CH2:21][CH2:22][CH2:23][N:24]2[CH2:29][CH2:28][NH:27][CH2:26][CH2:25]2)[C:19]2[CH:18]=[CH:17][CH:16]=[CH:15][C:14]=2[C:13]2[C:8]1=[CH:9][CH:10]=[CH:11][CH:12]=2)=[O:6].[CH2:32]([N:39]=[C:40]=[O:41])[C:33]1[CH:38]=[CH:37][CH:36]=[CH:35][CH:34]=1.